The task is: Predict the reactants needed to synthesize the given product.. This data is from Full USPTO retrosynthesis dataset with 1.9M reactions from patents (1976-2016). (1) Given the product [F:1][C:2]([F:14])([F:13])[C:3]1[CH:8]=[CH:7][C:6]([S:9]([O:18][C:17]2[CH:19]=[CH:20][CH:21]=[CH:22][C:16]=2[CH:15]=[O:23])(=[O:11])=[O:10])=[CH:5][CH:4]=1, predict the reactants needed to synthesize it. The reactants are: [F:1][C:2]([F:14])([F:13])[C:3]1[CH:8]=[CH:7][C:6]([S:9](Cl)(=[O:11])=[O:10])=[CH:5][CH:4]=1.[CH:15](=[O:23])[C:16]1[C:17](=[CH:19][CH:20]=[CH:21][CH:22]=1)[OH:18].O.C(OCC)(=O)C. (2) Given the product [Cl:29][C:20]1[CH:21]=[CH:22][CH:23]=[C:24]([C:25]([F:27])([F:26])[F:28])[C:19]=1[C:18]1[S:15](=[O:17])(=[O:16])[CH:12]([CH2:13][CH3:14])[C:11]2[N:10]=[CH:9][CH:8]=[N:7][C:6]=2[C:4]=1[OH:3], predict the reactants needed to synthesize it. The reactants are: C([O:3][C:4]([C:6]1[C:11]([CH:12]([S:15]([CH2:18][C:19]2[C:24]([C:25]([F:28])([F:27])[F:26])=[CH:23][CH:22]=[CH:21][C:20]=2[Cl:29])(=[O:17])=[O:16])[CH2:13][CH3:14])=[N:10][CH:9]=[CH:8][N:7]=1)=O)C.C(=O)([O-])[O-].[K+].[K+]. (3) Given the product [CH3:1][O:2][CH2:3][CH2:4][N:5]1[C:9]([C:10]([OH:12])=[O:11])=[CH:8][CH:7]=[N:6]1, predict the reactants needed to synthesize it. The reactants are: [CH3:1][O:2][CH2:3][CH2:4][N:5]1[C:9]([C:10]([O:12]CC)=[O:11])=[CH:8][CH:7]=[N:6]1.[OH-].[Na+]. (4) Given the product [NH2:17][C:15]1[CH:14]=[CH:13][C:10]([C:11]#[N:12])=[C:9]([CH3:8])[CH:16]=1, predict the reactants needed to synthesize it. The reactants are: O.O.[Sn](Cl)(Cl)(Cl)Cl.[CH3:8][C:9]1[CH:16]=[C:15]([N+:17]([O-])=O)[CH:14]=[CH:13][C:10]=1[C:11]#[N:12]. (5) Given the product [N:1]1[C:10]2[C:5](=[CH:6][CH:7]=[CH:8][CH:9]=2)[CH:4]=[C:3]([CH2:11][S:12]([CH2:15][C@@H:16]([N:20]([OH:21])[CH:49]=[O:50])[CH2:17][CH2:18][CH3:19])(=[O:14])=[O:13])[CH:2]=1, predict the reactants needed to synthesize it. The reactants are: [N:1]1[C:10]2[C:5](=[CH:6][CH:7]=[CH:8][CH:9]=2)[CH:4]=[C:3]([CH2:11][S:12]([CH2:15][C@@H:16]([NH:20][OH:21])[CH2:17][CH2:18][CH3:19])(=[O:14])=[O:13])[CH:2]=1.C(CN[C@@H](CCC)CS(CC1C=NC2C(C=1)=CC=CC=2)(=O)=O)#N.ClC1C=C(C=CC=1)[C:49](OO)=[O:50]. (6) Given the product [CH3:23][C:14]1[CH:13]=[C:12](/[CH:4]=[C:3](\[CH3:5])/[C:2]([F:7])([F:6])[F:1])[CH:22]=[CH:21][C:15]=1[C:16]([O:18][CH2:19][CH3:20])=[O:17], predict the reactants needed to synthesize it. The reactants are: [F:1][C:2]([F:7])([F:6])[C:3]([CH3:5])=[CH2:4].C(=O)=O.Br[C:12]1[CH:22]=[CH:21][C:15]([C:16]([O:18][CH2:19][CH3:20])=[O:17])=[C:14]([CH3:23])[CH:13]=1.C1(C)C=CC=CC=1P(C1C=CC=CC=1C)C1C=CC=CC=1C.C(=O)([O-])[O-].[Cs+].[Cs+]. (7) Given the product [C:1]([O:5][CH2:6][C:7]1[CH:8]=[C:9]([C:13]2[N:21]3[C:16]([CH:17]=[N:18][C:19]([NH:23][C:24]4[CH:25]=[C:26]([NH:27][C:28](=[O:30])[CH3:29])[CH:31]=[CH:32][CH:33]=4)=[N:20]3)=[CH:15][CH:14]=2)[CH:10]=[CH:11][CH:12]=1)([CH3:4])([CH3:3])[CH3:2], predict the reactants needed to synthesize it. The reactants are: [C:1]([O:5][CH2:6][C:7]1[CH:8]=[C:9]([C:13]2[N:21]3[C:16]([CH:17]=[N:18][C:19](O)=[N:20]3)=[CH:15][CH:14]=2)[CH:10]=[CH:11][CH:12]=1)([CH3:4])([CH3:3])[CH3:2].[NH2:23][C:24]1[CH:25]=[C:26]([CH:31]=[CH:32][CH:33]=1)[NH:27][C:28](=[O:30])[CH3:29].